Dataset: Kir2.1 potassium channel HTS with 301,493 compounds. Task: Binary Classification. Given a drug SMILES string, predict its activity (active/inactive) in a high-throughput screening assay against a specified biological target. The drug is S1(=O)(=O)CC(N(C)C(=O)Cn2nc(nn2)c2ccccc2)CC1. The result is 0 (inactive).